This data is from Forward reaction prediction with 1.9M reactions from USPTO patents (1976-2016). The task is: Predict the product of the given reaction. (1) Given the reactants Br.[CH:2]1([CH2:7][CH:8]([C:17]2[N:22]=[C:21]([O:23]C)[C:20]([CH3:25])=[CH:19][CH:18]=2)[C:9]2[CH:14]=[CH:13][C:12]([S:15][CH3:16])=[CH:11][CH:10]=2)[CH2:6][CH2:5][CH2:4][CH2:3]1.C(=O)(O)[O-].[Na+], predict the reaction product. The product is: [CH:2]1([CH2:7][CH:8]([C:17]2[NH:22][C:21](=[O:23])[C:20]([CH3:25])=[CH:19][CH:18]=2)[C:9]2[CH:14]=[CH:13][C:12]([S:15][CH3:16])=[CH:11][CH:10]=2)[CH2:6][CH2:5][CH2:4][CH2:3]1. (2) Given the reactants [C:1]1([Mg]Br)[CH:6]=[CH:5][CH:4]=[CH:3][CH:2]=1.[CH3:9][N:10]([CH3:22])[N:11]1[C:19](=[O:20])[C:18]2[C:13](=[CH:14][CH:15]=[CH:16][CH:17]=2)[C:12]1=[O:21].CCCCCC, predict the reaction product. The product is: [CH3:22][N:10]([CH3:9])[NH:11][C:19](=[O:20])[C:18]1[CH:17]=[CH:16][CH:15]=[CH:14][C:13]=1[C:12](=[O:21])[C:1]1[CH:6]=[CH:5][CH:4]=[CH:3][CH:2]=1. (3) Given the reactants [N+:1]([C:4]1[C:5]([CH:14]=[O:15])=[CH:6][CH:7]=[C:8]2[C:13]=1[N:12]=[CH:11][CH:10]=[CH:9]2)([O-:3])=[O:2].Br[Mg][C:18]1[CH:23]=[CH:22][C:21]([C:24]([F:27])([F:26])[F:25])=[CH:20][CH:19]=1, predict the reaction product. The product is: [N+:1]([C:4]1[C:5]([CH:14]([C:18]2[CH:23]=[CH:22][C:21]([C:24]([F:27])([F:26])[F:25])=[CH:20][CH:19]=2)[OH:15])=[CH:6][CH:7]=[C:8]2[C:13]=1[N:12]=[CH:11][CH:10]=[CH:9]2)([O-:3])=[O:2]. (4) The product is: [OH:12][CH2:11][C:9]1[NH:8][C:7](=[O:16])[C:6]2[N:5]([CH:4]=[CH:3][C:2]=2[CH3:1])[CH:10]=1. Given the reactants [CH3:1][C:2]1[CH:3]=[CH:4][N:5]2[CH:10]=[C:9]([C:11](OCC)=[O:12])[NH:8][C:7](=[O:16])[C:6]=12.B.C1COCC1.O, predict the reaction product. (5) The product is: [Br:10][C:11]1[CH:20]=[N:19][C:18]2[N:17]=[C:16]([N:31]3[CH2:34][CH:33]([N:35]([CH3:43])[C:36](=[O:42])[O:37][C:38]([CH3:39])([CH3:40])[CH3:41])[CH2:32]3)[N:15]3[N:22]=[CH:23][CH:24]=[C:14]3[C:13]=2[CH:12]=1. Given the reactants CCN(C(C)C)C(C)C.[Br:10][C:11]1[CH:20]=[N:19][C:18]2[N:17]=[C:16](O)[N:15]3[N:22]=[CH:23][CH:24]=[C:14]3[C:13]=2[CH:12]=1.O=P(Cl)(Cl)Cl.Cl.[NH:31]1[CH2:34][CH:33]([N:35]([CH3:43])[C:36](=[O:42])[O:37][C:38]([CH3:41])([CH3:40])[CH3:39])[CH2:32]1, predict the reaction product. (6) Given the reactants [Cl:1][C:2]1[C:11]([Cl:12])=[CH:10][C:5]2[NH:6][C:7](=O)[NH:8][C:4]=2[CH:3]=1.P(Cl)(Cl)([Cl:15])=O, predict the reaction product. The product is: [Cl:15][C:7]1[NH:6][C:5]2[CH:10]=[C:11]([Cl:12])[C:2]([Cl:1])=[CH:3][C:4]=2[N:8]=1. (7) The product is: [ClH:27].[CH3:1][C:2]1[O:3][CH:4]=[CH:5][C:6]=1[C:7]1[C:12]([C:13]2[CH:18]=[CH:17][N:16]=[C:15]([CH3:19])[CH:14]=2)=[CH:11][N:10]=[C:9]([N:20]2[CH2:25][CH2:24][CH2:23][CH:22]([CH3:26])[CH2:21]2)[N:8]=1. Given the reactants [CH3:1][C:2]1[O:3][CH:4]=[CH:5][C:6]=1[C:7]1[C:12]([C:13]2[CH:18]=[CH:17][N:16]=[C:15]([CH3:19])[CH:14]=2)=[CH:11][N:10]=[C:9]([N:20]2[CH2:25][CH2:24][CH2:23][CH:22]([CH3:26])[CH2:21]2)[N:8]=1.[ClH:27], predict the reaction product. (8) Given the reactants [OH:1][C:2]1[CH:11]=[CH:10][C:9]([N+:12]([O-])=O)=[CH:8][C:3]=1[C:4]([O:6][CH3:7])=[O:5].[Cl:15][C:16]1[CH:17]=[C:18]([CH:23]([C:25]2[CH:30]=[CH:29][CH:28]=[CH:27][CH:26]=2)O)[CH:19]=[CH:20][C:21]=1[Cl:22].C1(P(C2C=CC=CC=2)C2C=CC=CC=2)C=CC=CC=1.[Cl-].[Ca+2].[Cl-], predict the reaction product. The product is: [NH2:12][C:9]1[CH:10]=[CH:11][C:2]([O:1][CH:23]([C:18]2[CH:19]=[CH:20][C:21]([Cl:22])=[C:16]([Cl:15])[CH:17]=2)[C:25]2[CH:26]=[CH:27][CH:28]=[CH:29][CH:30]=2)=[C:3]([CH:8]=1)[C:4]([O:6][CH3:7])=[O:5].